From a dataset of Catalyst prediction with 721,799 reactions and 888 catalyst types from USPTO. Predict which catalyst facilitates the given reaction. (1) Reactant: [C:1]([O:5][C:6]([N:8]([CH3:49])[C@@H:9]([CH3:48])[C:10]([NH:12][C@@H:13]([CH:45]([CH3:47])[CH3:46])[C:14]([N:16]1[CH2:21][CH2:20][N:19](C(OCC2C=CC=CC=2)=O)[CH2:18][C@H:17]1[C:32]([NH:34][C@H:35]1[C:44]2[C:39](=[CH:40][CH:41]=[CH:42][CH:43]=2)[CH2:38][CH2:37][CH2:36]1)=[O:33])=[O:15])=[O:11])=[O:7])([CH3:4])([CH3:3])[CH3:2]. Product: [CH3:49][N:8]([C@@H:9]([CH3:48])[C:10]([NH:12][C@H:13]([C:14]([N:16]1[CH2:21][CH2:20][NH:19][CH2:18][C@H:17]1[C:32]([NH:34][C@H:35]1[C:44]2[C:39](=[CH:40][CH:41]=[CH:42][CH:43]=2)[CH2:38][CH2:37][CH2:36]1)=[O:33])=[O:15])[CH:45]([CH3:47])[CH3:46])=[O:11])[C:6](=[O:7])[O:5][C:1]([CH3:3])([CH3:4])[CH3:2]. The catalyst class is: 19. (2) Reactant: C[O:2][C:3](=[O:19])[C@H:4]([CH3:18])[NH:5][C:6](=[O:17])[CH2:7][C:8]1[CH:13]=[CH:12][CH:11]=[C:10]([N+:14]([O-:16])=[O:15])[CH:9]=1.[Li+].[OH-]. Product: [N+:14]([C:10]1[CH:9]=[C:8]([CH2:7][C:6]([NH:5][C@H:4]([C:3]([OH:19])=[O:2])[CH3:18])=[O:17])[CH:13]=[CH:12][CH:11]=1)([O-:16])=[O:15]. The catalyst class is: 38.